The task is: Predict which catalyst facilitates the given reaction.. This data is from Catalyst prediction with 721,799 reactions and 888 catalyst types from USPTO. (1) Reactant: [CH2:1]([N:4]([CH2:19][CH2:20][CH3:21])[CH2:5][CH2:6][CH2:7][CH2:8][NH:9][CH2:10][C:11]1[CH:18]=[CH:17][C:14]([C:15]#[N:16])=[CH:13][CH:12]=1)[CH2:2][CH3:3].C=O.[CH:24](O)=O.[OH-].[Na+]. Product: [CH2:19]([N:4]([CH2:1][CH2:2][CH3:3])[CH2:5][CH2:6][CH2:7][CH2:8][N:9]([CH2:10][C:11]1[CH:12]=[CH:13][C:14]([C:15]#[N:16])=[CH:17][CH:18]=1)[CH3:24])[CH2:20][CH3:21]. The catalyst class is: 97. (2) Reactant: [NH:1]1[C:5]([C:6]([OH:8])=O)=[CH:4][C:3]([C:9]([OH:11])=[O:10])=[N:2]1.CCN(C(C)C)C(C)C.CN(C(ON1N=NC2C=CC=NC1=2)=[N+](C)C)C.F[P-](F)(F)(F)(F)F.[NH2:45][C@H:46]([CH2:54][C:55]1[CH:60]=[CH:59][C:58]([C:61]2[CH:66]=[CH:65][CH:64]=[CH:63][CH:62]=2)=[CH:57][CH:56]=1)[CH2:47][C:48]1([C:51]([OH:53])=[O:52])[CH2:50][CH2:49]1. Product: [C:58]1([C:61]2[CH:62]=[CH:63][CH:64]=[CH:65][CH:66]=2)[CH:57]=[CH:56][C:55]([CH2:54][C@@H:46]([NH:45][C:6]([C:5]2[CH:4]=[C:3]([C:9]([OH:11])=[O:10])[NH:2][N:1]=2)=[O:8])[CH2:47][C:48]2([C:51]([OH:53])=[O:52])[CH2:50][CH2:49]2)=[CH:60][CH:59]=1. The catalyst class is: 2. (3) Reactant: C([N:8]1[C:20]([CH2:21][CH:22]([CH3:24])[CH3:23])=[C:19]2[C:10]([C:11]([NH2:25])=[N:12][C:13]3[CH:14]=[CH:15][CH:16]=[CH:17][C:18]=32)=[N:9]1)C1C=CC=CC=1. Product: [CH3:23][CH:22]([CH3:24])[CH2:21][C:20]1[NH:8][N:9]=[C:10]2[C:19]=1[C:18]1[CH:17]=[CH:16][CH:15]=[CH:14][C:13]=1[N:12]=[C:11]2[NH2:25]. The catalyst class is: 201. (4) Reactant: Cl.CCOC(C)=O.C(OC([NH:15][CH:16]([C:21]([C:23]1[CH:28]=[CH:27][C:26]([O:29][CH3:30])=[CH:25][CH:24]=1)=[O:22])[C:17]([O:19][CH3:20])=[O:18])=O)(C)(C)C. Product: [NH2:15][CH:16]([C:21]([C:23]1[CH:24]=[CH:25][C:26]([O:29][CH3:30])=[CH:27][CH:28]=1)=[O:22])[C:17]([O:19][CH3:20])=[O:18]. The catalyst class is: 25. (5) Reactant: [OH:1][C:2]1[CH:10]=[CH:9][C:5]([C:6]([OH:8])=[O:7])=[CH:4][CH:3]=1.C1C[O:14][CH2:13][CH2:12]1.N1C=CC=CC=1.C(OC(=O)C)(=O)C. Product: [C:13]([O:1][C:2]1[CH:10]=[CH:9][C:5]([C:6]([OH:8])=[O:7])=[CH:4][CH:3]=1)(=[O:14])[CH3:12]. The catalyst class is: 11. (6) Reactant: CC([O-])(C)C.[K+].[CH:7]([O:9][CH3:10])=[O:8].[N:11]1[CH:16]=[C:15]([CH2:17][CH2:18][C:19](OC)=[O:20])[CH:14]=[N:13][CH:12]=1. Product: [CH:19]([CH:18]([CH2:17][C:15]1[CH:16]=[N:11][CH:12]=[N:13][CH:14]=1)[C:7]([O:9][CH3:10])=[O:8])=[O:20]. The catalyst class is: 1. (7) Reactant: [NH:1]1[CH2:6][CH2:5][CH2:4][CH2:3][CH2:2]1.[CH3:7][CH:8]1[CH2:13][CH2:12][CH2:11][C:10](=O)[CH2:9]1.S([O-])([O-])(=O)=O.[Mg+2]. Product: [CH3:7][CH:8]1[CH2:13][CH2:12][CH2:11][CH:10]([N:1]2[CH2:6][CH2:5][CH2:4][CH2:3][CH2:2]2)[CH2:9]1. The catalyst class is: 244. (8) Reactant: Cl.[CH3:2][C:3]1[C:7]2[CH:8]=[CH:9][CH:10]=[CH:11][C:6]=2[O:5][C:4]=1[CH:12]1[CH2:15][NH:14][CH2:13]1.Cl.[CH3:17][N:18]1[CH2:23][CH2:22][C:21]2([CH2:32][C:31]3[C:26](=[N:27][CH:28]=[C:29](/[CH:33]=[CH:34]/[C:35](O)=[O:36])[CH:30]=3)[NH:25][C:24]2=[O:38])[CH2:20][CH2:19]1.CCN=C=NCCCN(C)C.Cl.C1C=NC2N(O)N=NC=2C=1.C(N(CC)C(C)C)(C)C. Product: [CH3:17][N:18]1[CH2:19][CH2:20][C:21]2([CH2:32][C:31]3[C:26](=[N:27][CH:28]=[C:29](/[CH:33]=[CH:34]/[C:35]([N:14]4[CH2:13][CH:12]([C:4]5[O:5][C:6]6[CH:11]=[CH:10][CH:9]=[CH:8][C:7]=6[C:3]=5[CH3:2])[CH2:15]4)=[O:36])[CH:30]=3)[NH:25][C:24]2=[O:38])[CH2:22][CH2:23]1. The catalyst class is: 3. (9) Reactant: [CH:1]([NH:4][C:5]1[C:14]2[C:9](=[CH:10][C:11]([C:15]3[CH:16]=[C:17]([CH:21]=[CH:22][C:23]=3[CH3:24])[C:18]([OH:20])=O)=[CH:12][CH:13]=2)[CH:8]=[N:7][N:6]=1)([CH3:3])[CH3:2].CN.[CH3:27][N:28](C(ON1N=NC2C=CC=NC1=2)=[N+](C)C)C.F[P-](F)(F)(F)(F)F. Product: [CH:1]([NH:4][C:5]1[C:14]2[C:9](=[CH:10][C:11]([C:15]3[CH:16]=[C:17]([CH:21]=[CH:22][C:23]=3[CH3:24])[C:18]([NH:28][CH3:27])=[O:20])=[CH:12][CH:13]=2)[CH:8]=[N:7][N:6]=1)([CH3:3])[CH3:2]. The catalyst class is: 85. (10) Product: [CH:1]1([N:4]([CH2:39][C:40]2[CH:45]=[C:44]([CH2:46][CH2:47][CH2:48][O:49][CH3:50])[CH:43]=[C:42]([O:51][CH2:53][CH2:54][C:55]([CH3:61])([CH3:60])[C:56]([O:58][CH3:59])=[O:57])[CH:41]=2)[C:5]([C@@H:7]2[C@@H:12]([C:13]3[CH:14]=[CH:15][C:16]([O:19][CH2:20][CH2:21][O:22][C:23]4[C:28]([Cl:29])=[CH:27][C:26]([CH3:30])=[CH:25][C:24]=4[Cl:31])=[CH:17][CH:18]=3)[CH2:11][CH2:10][N:9]([C:32]([O:34][C:35]([CH3:38])([CH3:37])[CH3:36])=[O:33])[CH2:8]2)=[O:6])[CH2:3][CH2:2]1. The catalyst class is: 215. Reactant: [CH:1]1([N:4]([CH2:39][C:40]2[CH:45]=[C:44]([CH2:46][CH2:47][CH2:48][O:49][CH3:50])[CH:43]=[C:42]([OH:51])[CH:41]=2)[C:5]([C@@H:7]2[C@@H:12]([C:13]3[CH:18]=[CH:17][C:16]([O:19][CH2:20][CH2:21][O:22][C:23]4[C:28]([Cl:29])=[CH:27][C:26]([CH3:30])=[CH:25][C:24]=4[Cl:31])=[CH:15][CH:14]=3)[CH2:11][CH2:10][N:9]([C:32]([O:34][C:35]([CH3:38])([CH3:37])[CH3:36])=[O:33])[CH2:8]2)=[O:6])[CH2:3][CH2:2]1.O[CH2:53][CH2:54][C:55]([CH3:61])([CH3:60])[C:56]([O:58][CH3:59])=[O:57].C(=O)([O-])[O-].[Cs+].[Cs+].